Predict the reactants needed to synthesize the given product. From a dataset of Full USPTO retrosynthesis dataset with 1.9M reactions from patents (1976-2016). Given the product [NH:1]1[C:5]2=[CH:6][N:7]=[CH:8][CH:9]=[C:4]2[C:3]([C:11]2[CH2:16][CH2:15][CH:14]([NH:17][C:18](=[O:24])[O:19][C:20]([CH3:22])([CH3:21])[CH3:23])[CH2:13][CH:12]=2)=[CH:2]1, predict the reactants needed to synthesize it. The reactants are: [NH:1]1[C:5]2=[CH:6][N:7]=[CH:8][CH:9]=[C:4]2[CH:3]=[CH:2]1.O=[C:11]1[CH2:16][CH2:15][CH:14]([NH:17][C:18](=[O:24])[O:19][C:20]([CH3:23])([CH3:22])[CH3:21])[CH2:13][CH2:12]1.[OH-].[K+].